Dataset: Forward reaction prediction with 1.9M reactions from USPTO patents (1976-2016). Task: Predict the product of the given reaction. (1) Given the reactants [Br:1][C:2]1[CH:7]=[CH:6][C:5]([NH:8][C:9](=[O:12])[CH:10]=[CH2:11])=[CH:4][CH:3]=1.[ClH:13].[CH2:14]([O:21][C:22]1[CH:23]=[C:24]([C:28]2([F:35])[CH2:33][CH2:32][NH:31][CH2:30][CH:29]2[CH3:34])[CH:25]=[CH:26][CH:27]=1)[C:15]1[CH:20]=[CH:19][CH:18]=[CH:17][CH:16]=1, predict the reaction product. The product is: [ClH:13].[CH2:14]([O:21][C:22]1[CH:23]=[C:24]([C:28]2([F:35])[CH2:33][CH2:32][N:31]([CH2:11][CH2:10][C:9]([NH:8][C:5]3[CH:4]=[CH:3][C:2]([Br:1])=[CH:7][CH:6]=3)=[O:12])[CH2:30][CH:29]2[CH3:34])[CH:25]=[CH:26][CH:27]=1)[C:15]1[CH:16]=[CH:17][CH:18]=[CH:19][CH:20]=1. (2) Given the reactants [F:1][C:2]1[CH:7]=[CH:6][C:5]([S:8]([N:11]([CH2:15][C:16]([OH:18])=O)[CH:12]([CH3:14])[CH3:13])(=[O:10])=[O:9])=[CH:4][CH:3]=1.Cl.Cl.[F:21][C:22]([F:38])([F:37])[C:23]1[CH:24]=[CH:25][C:26]([N:29]2[CH2:34][CH2:33][O:32][CH:31]([CH2:35][NH2:36])[CH2:30]2)=[N:27][CH:28]=1.CN([P+](ON1N=NC2C=CC=CC1=2)(N(C)C)N(C)C)C.F[P-](F)(F)(F)(F)F, predict the reaction product. The product is: [F:1][C:2]1[CH:3]=[CH:4][C:5]([S:8]([N:11]([CH:12]([CH3:13])[CH3:14])[CH2:15][C:16]([NH:36][CH2:35][CH:31]2[O:32][CH2:33][CH2:34][N:29]([C:26]3[CH:25]=[CH:24][C:23]([C:22]([F:38])([F:37])[F:21])=[CH:28][N:27]=3)[CH2:30]2)=[O:18])(=[O:9])=[O:10])=[CH:6][CH:7]=1. (3) Given the reactants FC(F)(F)S(O[C:7]1[CH:12]=[CH:11][C:10]([C:13](=[O:16])[CH2:14][CH3:15])=[CH:9][C:8]=1[CH2:17][CH2:18][CH3:19])(=O)=O.[O:22]1CCO[CH:23]1[C:27]1[CH:28]=[CH:29][C:30]([CH3:36])=[C:31](B(O)O)[CH:32]=1, predict the reaction product. The product is: [CH3:36][C:30]1[C:29]([C:7]2[CH:12]=[CH:11][C:10]([C:13](=[O:16])[CH2:14][CH3:15])=[CH:9][C:8]=2[CH2:17][CH2:18][CH3:19])=[CH:28][C:27]([CH:23]=[O:22])=[CH:32][CH:31]=1. (4) Given the reactants Cl.[Br:2][C:3]1[CH:8]=[CH:7][C:6]([CH2:9][NH2:10])=[CH:5][CH:4]=1.C(=O)([O-])[O-].[K+].[K+].Br[CH2:18][C:19]1[CH:29]=[CH:28][CH:27]=[C:26]([O:30][C:31]2[C:36]([F:37])=[CH:35][CH:34]=[CH:33][C:32]=2[C:38]#[N:39])[C:20]=1[C:21](OCC)=[O:22], predict the reaction product. The product is: [Br:2][C:3]1[CH:8]=[CH:7][C:6]([CH2:9][N:10]2[C:21](=[O:22])[C:20]3[C:19](=[CH:29][CH:28]=[CH:27][C:26]=3[O:30][C:31]3[C:36]([F:37])=[CH:35][CH:34]=[CH:33][C:32]=3[C:38]#[N:39])[CH2:18]2)=[CH:5][CH:4]=1.